This data is from Forward reaction prediction with 1.9M reactions from USPTO patents (1976-2016). The task is: Predict the product of the given reaction. (1) Given the reactants [C:1]1([OH:7])[CH:6]=[CH:5][CH:4]=[CH:3][CH:2]=1.Cl[C:9]1[C:18]2[C:13](=[CH:14][C:15]([O:19][CH3:20])=[CH:16][CH:17]=2)[CH:12]=[C:11]([NH:21][C:22]2[CH:26]=[C:25]([CH3:27])[NH:24][N:23]=2)[N:10]=1, predict the reaction product. The product is: [CH3:20][O:19][C:15]1[CH:14]=[C:13]2[C:18](=[CH:17][CH:16]=1)[C:9]([O:7][C:1]1[CH:6]=[CH:5][CH:4]=[CH:3][CH:2]=1)=[N:10][C:11]([NH:21][C:22]1[CH:26]=[C:25]([CH3:27])[NH:24][N:23]=1)=[CH:12]2. (2) Given the reactants [CH3:1][O:2][C:3]1[CH:8]=[C:7]([O:9][CH3:10])[N:6]=[C:5]([CH2:11][C:12](=O)[CH3:13])[N:4]=1.[C:15]1([NH:21]N)[CH:20]=[CH:19][CH:18]=[CH:17][CH:16]=1.C(OCC)(=O)C.O, predict the reaction product. The product is: [CH3:1][O:2][C:3]1[CH:8]=[C:7]([O:9][CH3:10])[N:6]=[C:5]([C:11]2[C:20]3[C:15](=[CH:16][CH:17]=[CH:18][CH:19]=3)[NH:21][C:12]=2[CH3:13])[N:4]=1.